This data is from Aqueous solubility values for 9,982 compounds from the AqSolDB database. The task is: Regression/Classification. Given a drug SMILES string, predict its absorption, distribution, metabolism, or excretion properties. Task type varies by dataset: regression for continuous measurements (e.g., permeability, clearance, half-life) or binary classification for categorical outcomes (e.g., BBB penetration, CYP inhibition). For this dataset (solubility_aqsoldb), we predict Y. (1) The drug is CN(Cc1cc(Br)cc(Br)c1N)C1CCCCC1. The Y is -1.97 log mol/L. (2) The drug is CCC(C(=O)NC(N)=O)(C(=O)OC)c1ccccc1. The Y is -2.75 log mol/L.